This data is from Full USPTO retrosynthesis dataset with 1.9M reactions from patents (1976-2016). The task is: Predict the reactants needed to synthesize the given product. (1) Given the product [C:21]([O:20][C:18]([N:15]1[CH2:16][CH2:17][N:12]([C:6]2[C:5]3[C:10](=[CH:11][C:2]([Sn:30]([CH2:44][CH2:45][CH2:46][CH3:47])([CH2:48][CH2:49][CH2:50][CH3:51])[CH2:26][CH2:27][CH2:28][CH3:29])=[C:3]([Cl:25])[CH:4]=3)[N:9]=[CH:8][N:7]=2)[CH2:13][CH2:14]1)=[O:19])([CH3:24])([CH3:23])[CH3:22], predict the reactants needed to synthesize it. The reactants are: Br[C:2]1[CH:11]=[C:10]2[C:5]([C:6]([N:12]3[CH2:17][CH2:16][N:15]([C:18]([O:20][C:21]([CH3:24])([CH3:23])[CH3:22])=[O:19])[CH2:14][CH2:13]3)=[N:7][CH:8]=[N:9]2)=[CH:4][C:3]=1[Cl:25].[CH2:26]([Sn:30]([CH2:48][CH2:49][CH2:50][CH3:51])([CH2:44][CH2:45][CH2:46][CH3:47])[Sn:30]([CH2:44][CH2:45][CH2:46][CH3:47])([CH2:48][CH2:49][CH2:50][CH3:51])[CH2:26][CH2:27][CH2:28][CH3:29])[CH2:27][CH2:28][CH3:29]. (2) Given the product [CH3:18][O:17][C:14]1[N:13]=[CH:12][C:11]([CH2:5][C:4]([OH:19])=[O:3])=[CH:16][CH:15]=1, predict the reactants needed to synthesize it. The reactants are: C([O:3][C:4](=[O:19])[CH:5]([C:11]1[CH:12]=[N:13][C:14]([O:17][CH3:18])=[CH:15][CH:16]=1)C(OCC)=O)C.O.Cl.[OH-].[Na+]. (3) Given the product [Br:1][C:2]1[CH:3]=[C:4]([O:11][CH3:12])[C:5]2[N:6]([N:8]=[CH:9][C:10]=2[I:13])[CH:7]=1, predict the reactants needed to synthesize it. The reactants are: [Br:1][C:2]1[CH:3]=[C:4]([O:11][CH3:12])[C:5]2[N:6]([N:8]=[CH:9][CH:10]=2)[CH:7]=1.[I:13]N1C(=O)CCC1=O. (4) Given the product [CH:28]([OH:30])=[O:29].[CH3:1][C@H:2]1[CH2:3][N:4]([S:8]([C:11]2[CH:12]=[CH:13][C:14]([C:17]([F:20])([F:18])[F:19])=[CH:15][CH:16]=2)(=[O:9])=[O:10])[CH2:5][CH2:6][N:7]1[C:28]([C:26]1[CH:25]=[CH:24][N:23]=[C:22]([CH3:21])[CH:27]=1)=[O:29], predict the reactants needed to synthesize it. The reactants are: [CH3:1][C@@H:2]1[NH:7][CH2:6][CH2:5][N:4]([S:8]([C:11]2[CH:16]=[CH:15][C:14]([C:17]([F:20])([F:19])[F:18])=[CH:13][CH:12]=2)(=[O:10])=[O:9])[CH2:3]1.[CH3:21][C:22]1[CH:27]=[C:26]([C:28]([OH:30])=[O:29])[CH:25]=[CH:24][N:23]=1.C1C=CC2N(O)N=NC=2C=1.O.CN(C(ON1N=NC2C=CC=CC1=2)=[N+](C)C)C.F[P-](F)(F)(F)(F)F.CCN(C(C)C)C(C)C. (5) Given the product [C:1]([C:5]1[N:6]=[C:7]([N:22]2[C@@H:27]([CH2:52][OH:51])[CH2:26][C@H:24]([OH:25])[CH2:23]2)[C:8]2[N:13]=[N:12][N:11]([CH2:14][C:15]3[CH:20]=[CH:19][CH:18]=[CH:17][C:16]=3[Cl:21])[C:9]=2[N:10]=1)([CH3:2])([CH3:4])[CH3:3], predict the reactants needed to synthesize it. The reactants are: [C:1]([C:5]1[N:6]=[C:7]([N:22]2[CH2:27][CH2:26][O:25][CH2:24][CH2:23]2)[C:8]2[N:13]=[N:12][N:11]([CH2:14][C:15]3[CH:20]=[CH:19][CH:18]=[CH:17][C:16]=3[Cl:21])[C:9]=2[N:10]=1)([CH3:4])([CH3:3])[CH3:2].C(C1N=C(Cl)C2N=NN(CC3C=CC=CC=3Cl)C=2N=1)(C)(C)C.Cl.[OH:51][CH2:52][C@@H]1NC[C@@H](O)C1.